Dataset: Full USPTO retrosynthesis dataset with 1.9M reactions from patents (1976-2016). Task: Predict the reactants needed to synthesize the given product. (1) Given the product [CH:1]1([CH:4]([NH:7][C:8]2[C:13]([NH2:14])=[C:12]([C:17]3[CH:22]=[CH:21][C:20]([O:23][CH3:24])=[CH:19][C:18]=3[CH3:25])[CH:11]=[CH:10][N:9]=2)[CH2:5][CH3:6])[CH2:3][CH2:2]1, predict the reactants needed to synthesize it. The reactants are: [CH:1]1([CH:4]([NH:7][C:8]2[C:13]([N+:14]([O-])=O)=[C:12]([C:17]3[CH:22]=[CH:21][C:20]([O:23][CH3:24])=[CH:19][C:18]=3[CH3:25])[CH:11]=[CH:10][N:9]=2)[CH2:5][CH3:6])[CH2:3][CH2:2]1.[NH4+].[OH-].[O-]S(S([O-])=O)=O.[Na+].[Na+]. (2) Given the product [CH:1]1([CH:4]([OH:41])[CH2:5][O:6][C@H:7]2[CH2:8][CH2:9][C@H:10]([N:13]3[C:18](=[O:19])[C:17]([CH2:20][C:21]4[CH:22]=[CH:23][C:24]([C:27]5[C:28]([C:33]#[N:34])=[CH:29][CH:30]=[CH:31][CH:32]=5)=[CH:25][CH:26]=4)=[C:16]([CH2:35][CH2:36][CH3:37])[N:15]4[N:38]=[CH:39][N:40]=[C:14]34)[CH2:11][CH2:12]2)[CH2:2][CH2:3]1, predict the reactants needed to synthesize it. The reactants are: [CH:1]1([C:4](=[O:41])[CH2:5][O:6][C@H:7]2[CH2:12][CH2:11][C@H:10]([N:13]3[C:18](=[O:19])[C:17]([CH2:20][C:21]4[CH:26]=[CH:25][C:24]([C:27]5[C:28]([C:33]#[N:34])=[CH:29][CH:30]=[CH:31][CH:32]=5)=[CH:23][CH:22]=4)=[C:16]([CH2:35][CH2:36][CH3:37])[N:15]4[N:38]=[CH:39][N:40]=[C:14]34)[CH2:9][CH2:8]2)[CH2:3][CH2:2]1.[BH4-].[Na+].[Cl-].[NH4+]. (3) Given the product [Br:1][C:2]1[CH:3]=[C:4]([C:9]([O:11][CH3:12])=[O:10])[O:5][C:6]=1[C:7]#[N:16], predict the reactants needed to synthesize it. The reactants are: [Br:1][C:2]1[CH:3]=[C:4]([C:9]([O:11][CH3:12])=[O:10])[O:5][C:6]=1[CH:7]=O.Cl.NO.[N:16]1C=CC=CC=1.FC(F)(F)C(OC(=O)C(F)(F)F)=O. (4) Given the product [CH:26]1([C:24]([N:21]([CH2:20][C:19]2[C:14]([C:8]3[CH:7]=[C:6]([CH2:5][C:4]([OH:30])=[O:3])[CH:11]=[CH:10][C:9]=3[O:12][CH3:13])=[N:15][CH:16]=[C:17]([CH3:29])[CH:18]=2)[CH2:22][CH3:23])=[O:25])[CH2:27][CH2:28]1, predict the reactants needed to synthesize it. The reactants are: C([O:3][C:4](=[O:30])[CH2:5][C:6]1[CH:11]=[CH:10][C:9]([O:12][CH3:13])=[C:8]([C:14]2[C:19]([CH2:20][N:21]([C:24]([CH:26]3[CH2:28][CH2:27]3)=[O:25])[CH2:22][CH3:23])=[CH:18][C:17]([CH3:29])=[CH:16][N:15]=2)[CH:7]=1)C.[Li+].[OH-].CO. (5) Given the product [N:36]([CH2:21][C:19]1[N:20]=[C:15]2[CH:14]=[C:13]([C:6]3[C:5]4[C:9](=[CH:10][CH:11]=[C:3]([O:2][CH3:1])[CH:4]=4)[N:8]([CH3:12])[CH:7]=3)[N:23]([CH2:24][O:25][CH2:26][CH2:27][Si:28]([CH3:29])([CH3:31])[CH3:30])[C:16]2=[N:17][CH:18]=1)=[N+:37]=[N-:38], predict the reactants needed to synthesize it. The reactants are: [CH3:1][O:2][C:3]1[CH:4]=[C:5]2[C:9](=[CH:10][CH:11]=1)[N:8]([CH3:12])[CH:7]=[C:6]2[C:13]1[N:23]([CH2:24][O:25][CH2:26][CH2:27][Si:28]([CH3:31])([CH3:30])[CH3:29])[C:16]2=[N:17][CH:18]=[C:19]([CH2:21]O)[N:20]=[C:15]2[CH:14]=1.O=S(Cl)Cl.[N-:36]=[N+:37]=[N-:38].[Na+].CN(C=O)C. (6) Given the product [Cl:11][C:12]1[C:17]([CH3:18])=[C:16]([CH2:5][C:4]2[CH:7]=[CH:8][CH:9]=[CH:10][C:3]=2[CH3:2])[N:15]=[CH:14][N:13]=1, predict the reactants needed to synthesize it. The reactants are: [Cl-].[CH3:2][C:3]1[CH:10]=[CH:9][CH:8]=[CH:7][C:4]=1[CH2:5][Zn+].[Cl:11][C:12]1[C:17]([CH3:18])=[C:16](Cl)[N:15]=[CH:14][N:13]=1.